From a dataset of Full USPTO retrosynthesis dataset with 1.9M reactions from patents (1976-2016). Predict the reactants needed to synthesize the given product. (1) Given the product [C:24]([C:20]1[CH:19]=[C:18]([C:28]([CH3:31])([CH3:30])[CH3:29])[C:17]([OH:16])=[CH:22][C:21]=1[NH:23][C:12]([C:3]1[C:2](=[O:1])[C:11]2[C:6](=[CH:7][CH:8]=[CH:9][CH:10]=2)[NH:5][CH:4]=1)=[O:14])([CH3:27])([CH3:25])[CH3:26], predict the reactants needed to synthesize it. The reactants are: [O:1]=[C:2]1[C:11]2[C:6](=[CH:7][CH:8]=[CH:9][CH:10]=2)[NH:5][CH:4]=[C:3]1[C:12]([OH:14])=O.C(=O)(OC)[O:16][C:17]1[CH:22]=[C:21]([NH2:23])[C:20]([C:24]([CH3:27])([CH3:26])[CH3:25])=[CH:19][C:18]=1[C:28]([CH3:31])([CH3:30])[CH3:29].CC1OCCC1.N1C=CC=CC=1.C[O-].[Na+].CO. (2) Given the product [CH2:14]=[C:13]([C:2]1([OH:3])[CH2:4][CH:5]2[C:8]([CH3:10])([CH3:9])[C:1]1([CH3:11])[CH2:7][CH2:6]2)[CH2:15][CH3:16], predict the reactants needed to synthesize it. The reactants are: [C:1]12([CH3:11])[C:8]([CH3:10])([CH3:9])[CH:5]([CH2:6][CH2:7]1)[CH2:4][C:2]2=[O:3].Br[C:13]([CH2:15][CH3:16])=[CH2:14].C[C@@]12C(C)(C)[C@@H](C[C@@]31[C@@H](C)COC(C)(C)O3)CC2. (3) Given the product [NH2:29][CH2:28][CH2:27][O:26][CH2:30][CH2:31][NH:32][C:2]1[C:11]2[C:6](=[CH:7][CH:8]=[C:9]([CH3:12])[CH:10]=2)[N:5]=[C:4]([N:13]2[CH2:19][C:18]3[CH:20]=[CH:21][CH:22]=[CH:23][C:17]=3[S:16](=[O:25])(=[O:24])[CH2:15][CH2:14]2)[CH:3]=1, predict the reactants needed to synthesize it. The reactants are: Cl[C:2]1[C:11]2[C:6](=[CH:7][CH:8]=[C:9]([CH3:12])[CH:10]=2)[N:5]=[C:4]([N:13]2[CH2:19][C:18]3[CH:20]=[CH:21][CH:22]=[CH:23][C:17]=3[S:16](=[O:25])(=[O:24])[CH2:15][CH2:14]2)[CH:3]=1.[O:26]([CH2:30][CH2:31][NH2:32])[CH2:27][CH2:28][NH2:29]. (4) Given the product [C:26]1([C:7]2[S:6][C:5]([C:3]([OH:4])=[O:2])=[C:9]([N:10]([CH:20]3[CH2:21][O:22][CH2:23][O:24][CH2:25]3)[C:11]([C@H:13]3[CH2:14][CH2:15][C@H:16]([CH3:19])[CH2:17][CH2:18]3)=[O:12])[CH:8]=2)[CH2:31][CH2:30][CH2:29][CH2:28][CH:27]=1, predict the reactants needed to synthesize it. The reactants are: C[O:2][C:3]([C:5]1[S:6][C:7]([C:26]2[CH2:31][CH2:30][CH2:29][CH2:28][CH:27]=2)=[CH:8][C:9]=1[N:10]([CH:20]1[CH2:25][O:24][CH2:23][O:22][CH2:21]1)[C:11]([C@H:13]1[CH2:18][CH2:17][C@H:16]([CH3:19])[CH2:15][CH2:14]1)=[O:12])=[O:4]. (5) Given the product [NH:1]([C:2]1[CH:3]=[C:4]([NH:8]/[C:9](=[C:16]2\[C:17](=[O:25])[NH:18][C:19]3[C:24]\2=[CH:23][CH:22]=[CH:21][CH:20]=3)/[C:10]2[CH:15]=[CH:14][CH:13]=[CH:12][CH:11]=2)[CH:5]=[CH:6][CH:7]=1)[C:27]([NH2:28])=[NH:26], predict the reactants needed to synthesize it. The reactants are: [NH2:1][C:2]1[CH:3]=[C:4]([NH:8]/[C:9](=[C:16]2\[C:17](=[O:25])[NH:18][C:19]3[C:24]\2=[CH:23][CH:22]=[CH:21][CH:20]=3)/[C:10]2[CH:15]=[CH:14][CH:13]=[CH:12][CH:11]=2)[CH:5]=[CH:6][CH:7]=1.[N:26]#[C:27][NH2:28].Cl. (6) Given the product [CH2:12]([O:14][C:15](=[O:19])[CH:16]=[C:17]([O:9][C:5]1[CH:6]=[CH:7][CH:8]=[C:3]([C:2]([F:10])([F:11])[F:1])[CH:4]=1)[CH3:18])[CH3:13], predict the reactants needed to synthesize it. The reactants are: [F:1][C:2]([F:11])([F:10])[C:3]1[CH:4]=[C:5]([OH:9])[CH:6]=[CH:7][CH:8]=1.[CH2:12]([O:14][C:15](=[O:19])[C:16]#[C:17][CH3:18])[CH3:13].N12CCCN=C1CCCCC2.